Predict the reaction yield, written as a fraction of the theoretical maximum amount of product (1.0 means a 100% yield; for example, 0.34 means a 34% yield). From a dataset of Reaction yield outcomes from USPTO patents with 853,638 reactions. (1) The reactants are [CH3:1][C@H:2]1[CH2:7][C@@H:6]([OH:8])[C@H:5]([C:9]([CH3:11])=[CH2:10])[CH2:4][CH2:3]1.[C:12]1(=[O:18])[O:17][C:15](=[O:16])[CH2:14][CH2:13]1. No catalyst specified. The product is [CH3:1][C@H:2]1[CH2:7][C@@H:6]([O:8][C:12](=[O:18])[CH2:13][CH2:14][C:15]([OH:17])=[O:16])[C@H:5]([C:9]([CH3:11])=[CH2:10])[CH2:4][CH2:3]1. The yield is 0.470. (2) The reactants are [F:1][C:2]([F:19])([F:18])[C:3]1[CH:8]=[CH:7][C:6]([C:9](=O)[CH2:10][C:11](=O)[C:12]([F:15])([F:14])[F:13])=[CH:5][CH:4]=1.[NH2:20][C:21]1[C:25]([C:26]2[CH:31]=[CH:30][CH:29]=[CH:28][N:27]=2)=[CH:24][NH:23][N:22]=1. No catalyst specified. The product is [F:1][C:2]([F:19])([F:18])[C:3]1[CH:8]=[CH:7][C:6]([C:9]2[CH:10]=[C:11]([C:12]([F:15])([F:14])[F:13])[N:22]3[N:23]=[CH:24][C:25]([C:26]4[CH:31]=[CH:30][CH:29]=[CH:28][N:27]=4)=[C:21]3[N:20]=2)=[CH:5][CH:4]=1. The yield is 0.710. (3) The reactants are [C:1]([O:5][C:6]([N:8]1[CH2:13][CH2:12][CH:11]([CH:14]=O)[CH2:10][CH2:9]1)=[O:7])([CH3:4])([CH3:3])[CH3:2].[C:16]([CH2:18][C:19]([O:21]C)=O)#[N:17].[NH2:23][C:24]([NH2:26])=[S:25].N1CCCCC1. The catalyst is C(O)C. The product is [C:1]([O:5][C:6]([N:8]1[CH2:9][CH2:10][CH:11]([C:14]2[N:23]=[C:24]([SH:25])[NH:26][C:19](=[O:21])[C:18]=2[C:16]#[N:17])[CH2:12][CH2:13]1)=[O:7])([CH3:2])([CH3:3])[CH3:4]. The yield is 0.590. (4) The reactants are [CH:1]1([C:6]2[NH:10][C:9]3[C:11]([C:16]([OH:18])=O)=[CH:12][CH:13]=[C:14]([OH:15])[C:8]=3[N:7]=2)[CH2:5][CH2:4][CH2:3][CH2:2]1.[NH2:19][CH2:20][CH:21]1[CH2:26][CH2:25][CH2:24][CH2:23][N:22]1C(OC(C)(C)C)=O. No catalyst specified. The product is [CH:1]1([C:6]2[NH:10][C:9]3[C:11]([C:16]([NH:19][CH2:20][CH:21]4[CH2:26][CH2:25][CH2:24][CH2:23][NH:22]4)=[O:18])=[CH:12][CH:13]=[C:14]([OH:15])[C:8]=3[N:7]=2)[CH2:2][CH2:3][CH2:4][CH2:5]1. The yield is 0.390.